This data is from Catalyst prediction with 721,799 reactions and 888 catalyst types from USPTO. The task is: Predict which catalyst facilitates the given reaction. (1) Reactant: [C:1]([C:4]1[CH:5]=[C:6]([CH:12]=[CH:13][N:14]=1)[C:7]([O:9][CH2:10][CH3:11])=[O:8])(=[O:3])[NH2:2].Cl. Product: [C:1]([CH:4]1[CH2:5][CH:6]([C:7]([O:9][CH2:10][CH3:11])=[O:8])[CH2:12][CH2:13][NH:14]1)(=[O:3])[NH2:2]. The catalyst class is: 458. (2) Reactant: [CH3:1][N:2]([CH3:7])[CH2:3][CH2:4][CH2:5][OH:6].[H-].[Na+].[CH3:10][O:11][C:12]1[CH:13]=[C:14]([C:20]2[C:25]([C:26]3[C:31]([F:32])=[CH:30][C:29](F)=[CH:28][C:27]=3[F:34])=[C:24]([CH3:35])[N:23]=[N:22][C:21]=2[C:36]2[CH:41]=[CH:40][CH:39]=[CH:38][C:37]=2[F:42])[CH:15]=[C:16]([O:18][CH3:19])[CH:17]=1. Product: [CH3:19][O:18][C:16]1[CH:15]=[C:14]([C:20]2[C:25]([C:26]3[C:31]([F:32])=[CH:30][C:29]([O:6][CH2:5][CH2:4][CH2:3][N:2]([CH3:7])[CH3:1])=[CH:28][C:27]=3[F:34])=[C:24]([CH3:35])[N:23]=[N:22][C:21]=2[C:36]2[CH:41]=[CH:40][CH:39]=[CH:38][C:37]=2[F:42])[CH:13]=[C:12]([O:11][CH3:10])[CH:17]=1. The catalyst class is: 253.